This data is from Reaction yield outcomes from USPTO patents with 853,638 reactions. The task is: Predict the reaction yield, written as a fraction of the theoretical maximum amount of product (1.0 means a 100% yield; for example, 0.34 means a 34% yield). (1) The reactants are [C:1]([CH:4]1[CH2:8][CH2:7][N:6]([C:9]([O:11][C:12]([CH3:15])([CH3:14])[CH3:13])=[O:10])[CH2:5]1)(=[S:3])[NH2:2].Cl[CH2:17][C:18](=O)[CH3:19].C(N(CC)CC)C.CCOC(C)=O. The catalyst is O1CCOCC1. The product is [CH3:19][C:18]1[N:2]=[C:1]([CH:4]2[CH2:8][CH2:7][N:6]([C:9]([O:11][C:12]([CH3:15])([CH3:14])[CH3:13])=[O:10])[CH2:5]2)[S:3][CH:17]=1. The yield is 0.750. (2) The reactants are [C:1]([C:3]1[CH:11]=[CH:10][C:6]([C:7](Cl)=[O:8])=[CH:5][CH:4]=1)#[N:2].[NH2:12][C:13]1[CH:17]=[CH:16][S:15][C:14]=1[C:18]([O:20][CH3:21])=[O:19].C(N(CC)CC)C. The catalyst is ClCCl. The product is [C:1]([C:3]1[CH:11]=[CH:10][C:6]([C:7]([NH:12][C:13]2[CH:17]=[CH:16][S:15][C:14]=2[C:18]([O:20][CH3:21])=[O:19])=[O:8])=[CH:5][CH:4]=1)#[N:2]. The yield is 0.910. (3) The reactants are Br[C:2]1[CH:3]=[CH:4][C:5]2[O:14][CH2:13][CH2:12][N:11]3[C:7](=[N:8][C:9]([C:15]([NH2:17])=[O:16])=[CH:10]3)[C:6]=2[CH:18]=1.[C:19]([C:21]1([OH:27])[CH2:25][CH2:24][N:23]([CH3:26])[CH2:22]1)#[CH:20]. The catalyst is C(#N)C.C(N(CC)CC)C.Cl[Pd](Cl)([P](C1C=CC=CC=1)(C1C=CC=CC=1)C1C=CC=CC=1)[P](C1C=CC=CC=1)(C1C=CC=CC=1)C1C=CC=CC=1.[Cu]I. The product is [OH:27][C:21]1([C:19]#[C:20][C:2]2[CH:3]=[CH:4][C:5]3[O:14][CH2:13][CH2:12][N:11]4[C:7](=[N:8][C:9]([C:15]([NH2:17])=[O:16])=[CH:10]4)[C:6]=3[CH:18]=2)[CH2:25][CH2:24][N:23]([CH3:26])[CH2:22]1. The yield is 0.100. (4) The reactants are [CH3:1][O:2][C:3]1[CH:4]=[CH:5][CH:6]=[C:7]2[C:11]=1[NH:10][N:9]=[C:8]2[C:12]([O:14][CH3:15])=[O:13].[Br:16][C:17]1[CH:18]=[C:19](B(O)O)[CH:20]=[CH:21][CH:22]=1. No catalyst specified. The product is [Br:16][C:17]1[CH:22]=[C:21]([N:10]2[C:11]3[C:7](=[CH:6][CH:5]=[CH:4][C:3]=3[O:2][CH3:1])[C:8]([C:12]([O:14][CH3:15])=[O:13])=[N:9]2)[CH:20]=[CH:19][CH:18]=1. The yield is 0.290. (5) The reactants are [CH3:1][O:2][C:3]1[N:8]=[C:7]2[C:9]([C:12]#[N:13])=[N:10][NH:11][C:6]2=[CH:5][CH:4]=1.[Br:14][C:15]1[CH:16]=[C:17](B(O)O)[CH:18]=[CH:19][CH:20]=1.N1C=CC=CC=1. The catalyst is CN(C)C=O.C(=O)(O)[O-].[Na+].O.C([O-])(=O)C.[Cu+2].C([O-])(=O)C. The product is [Br:14][C:15]1[CH:20]=[C:19]([N:11]2[C:6]3[C:7](=[N:8][C:3]([O:2][CH3:1])=[CH:4][CH:5]=3)[C:9]([C:12]#[N:13])=[N:10]2)[CH:18]=[CH:17][CH:16]=1. The yield is 0.401. (6) The catalyst is CO.CCOC(C)=O.CO. The reactants are [F:1][C:2]1[CH:11]=[CH:10][C:9]([C:12]([NH2:14])=[O:13])=[C:8]2[C:3]=1[CH2:4][CH:5]([NH:15][CH2:16][CH2:17][CH2:18][CH2:19][C:20]1[C:28]3[C:23](=[CH:24][CH:25]=[C:26]([F:29])[CH:27]=3)[NH:22][CH:21]=1)[CH2:6][O:7]2.[CH:30](=O)[CH2:31][CH3:32].C(O)(=O)C.C([BH3-])#N.[Na+]. The product is [F:1][C:2]1[CH:11]=[CH:10][C:9]([C:12]([NH2:14])=[O:13])=[C:8]2[C:3]=1[CH2:4][CH:5]([N:15]([CH2:16][CH2:17][CH2:18][CH2:19][C:20]1[C:28]3[C:23](=[CH:24][CH:25]=[C:26]([F:29])[CH:27]=3)[NH:22][CH:21]=1)[CH2:30][CH2:31][CH3:32])[CH2:6][O:7]2. The yield is 0.890. (7) The reactants are F[C:2]1[CH:9]=[CH:8][C:7]([O:10][CH3:11])=[CH:6][C:3]=1[CH:4]=[O:5].[NH:12]1[CH:16]=[N:15][CH:14]=[N:13]1.C([O-])([O-])=O.[K+].[K+]. The catalyst is CS(C)=O. The product is [CH3:11][O:10][C:7]1[CH:8]=[CH:9][C:2]([N:12]2[CH:16]=[N:15][CH:14]=[N:13]2)=[C:3]([CH:6]=1)[CH:4]=[O:5]. The yield is 0.200.